From a dataset of Catalyst prediction with 721,799 reactions and 888 catalyst types from USPTO. Predict which catalyst facilitates the given reaction. (1) Reactant: [Li+].[OH-].[CH3:3][C:4]1[CH:9]=[C:8]([CH3:10])[CH:7]=[C:6]([CH3:11])[C:5]=1[NH:12][C:13]([NH:15][C:16]1[C:17]([C:26]([NH:28][CH2:29][CH2:30][C:31]([O:33]C)=[O:32])=[O:27])=[CH:18][C:19]2[C:24]([CH:25]=1)=[CH:23][CH:22]=[CH:21][CH:20]=2)=[O:14].Cl.C(OCC)(=O)C. Product: [CH3:11][C:6]1[CH:7]=[C:8]([CH3:10])[CH:9]=[C:4]([CH3:3])[C:5]=1[NH:12][C:13]([NH:15][C:16]1[C:17]([C:26]([NH:28][CH2:29][CH2:30][C:31]([OH:33])=[O:32])=[O:27])=[CH:18][C:19]2[C:24]([CH:25]=1)=[CH:23][CH:22]=[CH:21][CH:20]=2)=[O:14]. The catalyst class is: 127. (2) Reactant: [OH-].[Na+].O.[CH3:4][N:5]1[C:12]2[CH:13]=[C:14]([S:38]([CH3:41])(=[O:40])=[O:39])[CH:15]=[C:16]([C:17]3[C:18]4[CH:27]=[CH:26][N:25](S(C5C=CC(C)=CC=5)(=O)=O)[C:19]=4[C:20](=[O:24])[N:21]([CH3:23])[CH:22]=3)[C:11]=2[O:10][C:7]2([CH2:9][CH2:8]2)[C:6]1=[O:42]. Product: [CH3:4][N:5]1[C:12]2[CH:13]=[C:14]([S:38]([CH3:41])(=[O:40])=[O:39])[CH:15]=[C:16]([C:17]3[C:18]4[CH:27]=[CH:26][NH:25][C:19]=4[C:20](=[O:24])[N:21]([CH3:23])[CH:22]=3)[C:11]=2[O:10][C:7]2([CH2:9][CH2:8]2)[C:6]1=[O:42]. The catalyst class is: 8.